Dataset: Peptide-MHC class II binding affinity with 134,281 pairs from IEDB. Task: Regression. Given a peptide amino acid sequence and an MHC pseudo amino acid sequence, predict their binding affinity value. This is MHC class II binding data. The MHC is DRB4_0101 with pseudo-sequence DRB4_0103. The peptide sequence is RNLKNAGLIVGQMIL. The binding affinity (normalized) is 0.939.